This data is from Full USPTO retrosynthesis dataset with 1.9M reactions from patents (1976-2016). The task is: Predict the reactants needed to synthesize the given product. (1) Given the product [CH2:1]([NH:3][C:4]1[C:21]([O:22][CH3:23])=[N:20][C:7]2[CH2:8][CH2:9][NH:10][CH2:11][CH:12]([CH3:13])[C:6]=2[CH:5]=1)[CH3:2], predict the reactants needed to synthesize it. The reactants are: [CH2:1]([NH:3][C:4]1[C:21]([O:22][CH3:23])=[N:20][C:7]2[CH2:8][CH2:9][N:10](C(=O)C(F)(F)F)[CH2:11][CH:12]([CH3:13])[C:6]=2[CH:5]=1)[CH3:2].C([O-])([O-])=O.[K+].[K+]. (2) Given the product [CH2:1]([O:3][C:4]([C:6]1[C:14]2[C:9](=[CH:10][CH:11]=[C:12]([O:15][C:16]3[CH:17]=[CH:18][C:19]([C:22]([F:25])([F:23])[F:24])=[CH:20][CH:21]=3)[CH:13]=2)[N:8]([C:26]2[CH:27]=[CH:28][C:29]([O:32][CH:33]([CH3:35])[CH3:34])=[CH:30][CH:31]=2)[C:7]=1[CH2:36][C:37]([OH:39])=[O:38])=[O:5])[CH3:2], predict the reactants needed to synthesize it. The reactants are: [CH2:1]([O:3][C:4]([C:6]1[C:14]2[C:9](=[CH:10][CH:11]=[C:12]([O:15][C:16]3[CH:21]=[CH:20][C:19]([C:22]([F:25])([F:24])[F:23])=[CH:18][CH:17]=3)[CH:13]=2)[N:8]([C:26]2[CH:31]=[CH:30][C:29]([O:32][CH:33]([CH3:35])[CH3:34])=[CH:28][CH:27]=2)[C:7]=1[CH2:36][C:37]([O:39]CC)=[O:38])=[O:5])[CH3:2].[OH-].[Na+]. (3) Given the product [Br:3][C:4]1[CH:5]=[C:6]([C:10]2([C:11]3[CH:13]=[CH:18][CH:17]=[CH:16][CH:15]=3)[NH:24][C:22](=[S:23])[N:21]([CH3:25])[C:20]2=[O:1])[CH:7]=[CH:8][CH:9]=1, predict the reactants needed to synthesize it. The reactants are: [OH-:1].[K+].[Br:3][C:4]1[CH:5]=[C:6]([C:10](=O)[C:11]([C:13]2[CH:18]=[CH:17][CH:16]=[CH:15]C=2)=O)[CH:7]=[CH:8][CH:9]=1.[CH3:20][NH:21][C:22]([NH2:24])=[S:23].[CH3:25]S(C)=O. (4) Given the product [CH3:22][O:21][C:19](=[O:20])[CH2:18][O:1][C:2]1[CH:10]=[CH:9][CH:8]=[C:7]2[C:3]=1[CH:4]=[CH:5][NH:6]2, predict the reactants needed to synthesize it. The reactants are: [OH:1][C:2]1[CH:10]=[CH:9][CH:8]=[C:7]2[C:3]=1[CH:4]=[CH:5][NH:6]2.C([O-])([O-])=O.[K+].[K+].Br[CH2:18][C:19]([O:21][CH3:22])=[O:20]. (5) Given the product [CH2:38]([O:37][C:35]([CH:32]1[CH2:33][CH2:34][N:29]([C:19](=[O:20])[CH2:18][N:8]2[CH2:9][CH:10]([C:11]3[CH:16]=[CH:15][CH:14]=[CH:13][C:12]=3[Cl:17])[C:4]3[CH:3]=[C:2]([Cl:1])[CH:28]=[CH:27][C:5]=3[CH:6]([CH2:23][CH:24]([CH3:26])[CH3:25])[C:7]2=[O:22])[CH2:30][CH2:31]1)=[O:36])[CH3:39], predict the reactants needed to synthesize it. The reactants are: [Cl:1][C:2]1[CH:28]=[CH:27][C:5]2[CH:6]([CH2:23][CH:24]([CH3:26])[CH3:25])[C:7](=[O:22])[N:8]([CH2:18][C:19](O)=[O:20])[CH2:9][CH:10]([C:11]3[CH:16]=[CH:15][CH:14]=[CH:13][C:12]=3[Cl:17])[C:4]=2[CH:3]=1.[NH:29]1[CH2:34][CH2:33][CH:32]([C:35]([O:37][CH2:38][CH3:39])=[O:36])[CH2:31][CH2:30]1.C(P(=O)(OCC)OCC)#N.C(N(CC)CC)C. (6) Given the product [C:12]([C:10]1[CH:9]=[CH:8][C:3]([C:4]([O:6][CH3:7])=[O:5])=[C:2]([NH:1][CH2:14][CH3:15])[CH:11]=1)#[N:13], predict the reactants needed to synthesize it. The reactants are: [NH2:1][C:2]1[CH:11]=[C:10]([C:12]#[N:13])[CH:9]=[CH:8][C:3]=1[C:4]([O:6][CH3:7])=[O:5].[CH:14](=O)[CH3:15].C(O[BH-](OC(=O)C)OC(=O)C)(=O)C.[Na+].C(=O)([O-])O.[Na+]. (7) The reactants are: [Na].[C:2]([O:9][CH2:10][CH3:11])(=[O:8])[C:3]([O:5]CC)=O.[CH3:12][C:13]1[CH:18]=[CH:17][N:16]=[CH:15][C:14]=1[N+:19]([O-:21])=[O:20]. Given the product [N+:19]([C:14]1[CH:15]=[N:16][CH:17]=[CH:18][C:13]=1[CH2:12][C:3](=[O:5])[C:2]([O:9][CH2:10][CH3:11])=[O:8])([O-:21])=[O:20], predict the reactants needed to synthesize it.